From a dataset of Forward reaction prediction with 1.9M reactions from USPTO patents (1976-2016). Predict the product of the given reaction. (1) The product is: [O:10]=[S:11]1(=[O:21])[CH:15]=[CH:14][C:13]2[CH:16]=[CH:17][C:18]([NH:20][C:22](=[O:23])[CH3:24])=[CH:19][C:12]1=2. Given the reactants CCN(C(C)C)C(C)C.[O:10]=[S:11]1(=[O:21])[CH:15]=[CH:14][C:13]2[CH:16]=[CH:17][C:18]([NH2:20])=[CH:19][C:12]1=2.[C:22](Cl)([CH3:24])=[O:23], predict the reaction product. (2) Given the reactants [CH3:1][O:2][C:3]1[C:12]([O:13][CH3:14])=[C:11]2[C:6]([C:7]([NH:15][C@@H:16]3[CH2:20][CH2:19][O:18][CH2:17]3)=[N:8][CH:9]=[N:10]2)=[CH:5][CH:4]=1.[H-].[Na+].I[CH2:24][CH3:25], predict the reaction product. The product is: [CH2:24]([N:15]([C@@H:16]1[CH2:20][CH2:19][O:18][CH2:17]1)[C:7]1[C:6]2[C:11](=[C:12]([O:13][CH3:14])[C:3]([O:2][CH3:1])=[CH:4][CH:5]=2)[N:10]=[CH:9][N:8]=1)[CH3:25]. (3) Given the reactants C(OC(=O)[NH:7][C@H:8]([C:10]1[N:11]([CH:27]2[CH2:29][CH2:28]2)[C:12](=[O:26])[C:13]2[C:18]([CH:19]=1)=[CH:17][CH:16]=[CH:15][C:14]=2[C:20]1[CH:21]=[N:22][N:23]([CH3:25])[CH:24]=1)[CH3:9])(C)(C)C.Cl, predict the reaction product. The product is: [NH2:7][C@H:8]([C:10]1[N:11]([CH:27]2[CH2:29][CH2:28]2)[C:12](=[O:26])[C:13]2[C:18]([CH:19]=1)=[CH:17][CH:16]=[CH:15][C:14]=2[C:20]1[CH:21]=[N:22][N:23]([CH3:25])[CH:24]=1)[CH3:9]. (4) Given the reactants [Br:1][CH:2]([CH2:6][O:7][CH2:8][C:9]1[CH:14]=[CH:13][CH:12]=[CH:11][CH:10]=1)[C:3]([OH:5])=[O:4].S(Cl)(Cl)=O.[CH3:19]O, predict the reaction product. The product is: [Br:1][CH:2]([CH2:6][O:7][CH2:8][C:9]1[CH:14]=[CH:13][CH:12]=[CH:11][CH:10]=1)[C:3]([O:5][CH3:19])=[O:4]. (5) Given the reactants C(Cl)(=O)C(Cl)=O.C(=O)=O.CC(C)=O.CS(C)=O.[C:18]([O:22][C:23](=[O:36])[N:24]([C:29]1[CH:34]=[CH:33][CH:32]=[C:31]([Cl:35])[CH:30]=1)[C@@H:25]([CH3:28])[CH2:26][OH:27])([CH3:21])([CH3:20])[CH3:19], predict the reaction product. The product is: [C:18]([O:22][C:23](=[O:36])[N:24]([C:29]1[CH:34]=[CH:33][CH:32]=[C:31]([Cl:35])[CH:30]=1)[C@@H:25]([CH3:28])[CH:26]=[O:27])([CH3:19])([CH3:20])[CH3:21]. (6) Given the reactants [NH2:1][C:2]1[N:6]([C:7]2[CH:12]=[CH:11][C:10]([S:13]([CH3:16])(=[O:15])=[O:14])=[CH:9][CH:8]=2)[N:5]=[C:4]([CH2:17][CH3:18])[C:3]=1[C:19](O)=[O:20].N1C=CC=N1.O=S(Cl)Cl.Cl.[NH2:32][CH2:33][C:34]([C:36]1[CH:41]=[CH:40][CH:39]=[CH:38][CH:37]=1)=O.C(N(CC)CC)C, predict the reaction product. The product is: [CH2:17]([C:4]1[C:3]2[C:19](=[O:20])[NH:32][CH2:33][C:34]([C:36]3[CH:41]=[CH:40][CH:39]=[CH:38][CH:37]=3)=[N:1][C:2]=2[N:6]([C:7]2[CH:12]=[CH:11][C:10]([S:13]([CH3:16])(=[O:15])=[O:14])=[CH:9][CH:8]=2)[N:5]=1)[CH3:18].